The task is: Predict the reactants needed to synthesize the given product.. This data is from Full USPTO retrosynthesis dataset with 1.9M reactions from patents (1976-2016). (1) Given the product [F:1][C:2]1[CH:7]=[CH:6][C:5]([N:8]([CH2:9][C:10]2[CH:15]=[CH:14][C:13]([NH:16][C:17]([C@@H:19]3[CH2:23][CH2:22][CH2:21][N:20]3[C:60]([C@@H:59]([NH:58][C:56](=[O:57])[O:55][CH3:54])[CH2:63][CH3:64])=[O:61])=[O:18])=[CH:12][CH:11]=2)[CH2:24][C:25]2[CH:30]=[CH:29][C:28]([NH:31][C:32]([C@@H:34]3[CH2:38][CH2:37][CH2:36][N:35]3[C:39](=[O:53])[C@@H:40]([C:47]3[CH:48]=[CH:49][CH:50]=[CH:51][CH:52]=3)[N:41]3[CH2:42][CH2:43][CH2:44][CH2:45][CH2:46]3)=[O:33])=[CH:27][CH:26]=2)=[CH:4][CH:3]=1, predict the reactants needed to synthesize it. The reactants are: [F:1][C:2]1[CH:7]=[CH:6][C:5]([N:8]([CH2:24][C:25]2[CH:30]=[CH:29][C:28]([NH:31][C:32]([C@@H:34]3[CH2:38][CH2:37][CH2:36][N:35]3[C:39](=[O:53])[C@@H:40]([C:47]3[CH:52]=[CH:51][CH:50]=[CH:49][CH:48]=3)[N:41]3[CH2:46][CH2:45][CH2:44][CH2:43][CH2:42]3)=[O:33])=[CH:27][CH:26]=2)[CH2:9][C:10]2[CH:15]=[CH:14][C:13]([NH:16][C:17]([C@@H:19]3[CH2:23][CH2:22][CH2:21][NH:20]3)=[O:18])=[CH:12][CH:11]=2)=[CH:4][CH:3]=1.[CH3:54][O:55][C:56]([NH:58][C@@H:59]([CH2:63][CH3:64])[C:60](O)=[O:61])=[O:57]. (2) The reactants are: [H-].[Na+].[CH3:3][C:4]1([CH3:22])[N:8]([C:9]([O:11][C:12]([CH3:15])([CH3:14])[CH3:13])=[O:10])[C@H:7]([CH:16]([OH:21])[C:17]([F:20])([F:19])[F:18])[CH2:6][O:5]1.[CH2:23](Br)[C:24]1[CH:29]=[CH:28][CH:27]=[CH:26][CH:25]=1. Given the product [CH2:23]([O:21][C@H:16]([C@@H:7]1[CH2:6][O:5][C:4]([CH3:22])([CH3:3])[N:8]1[C:9]([O:11][C:12]([CH3:13])([CH3:14])[CH3:15])=[O:10])[C:17]([F:18])([F:20])[F:19])[C:24]1[CH:29]=[CH:28][CH:27]=[CH:26][CH:25]=1, predict the reactants needed to synthesize it. (3) The reactants are: [CH2:1]([S:3]([C:6]1[CH:14]=[CH:13][C:9]([C:10]([OH:12])=[O:11])=[CH:8][C:7]=1[F:15])(=[O:5])=[O:4])[CH3:2].[N+:16]([O-])([OH:18])=[O:17]. Given the product [CH2:1]([S:3]([C:6]1[C:7]([F:15])=[CH:8][C:9]([C:10]([OH:12])=[O:11])=[C:13]([N+:16]([O-:18])=[O:17])[CH:14]=1)(=[O:4])=[O:5])[CH3:2], predict the reactants needed to synthesize it. (4) Given the product [C:1]([C:5]1[CH:6]=[CH:7][C:8]([C:11]2[CH:16]=[C:15]([CH3:17])[C:14]([N:18]=[CH:22][N:23]([CH2:24][CH3:25])[CH3:26])=[CH:13][C:12]=2[CH3:19])=[CH:9][CH:10]=1)([CH3:4])([CH3:3])[CH3:2], predict the reactants needed to synthesize it. The reactants are: [C:1]([C:5]1[CH:10]=[CH:9][C:8]([C:11]2[CH:16]=[C:15]([CH3:17])[C:14]([NH2:18])=[CH:13][C:12]=2[CH3:19])=[CH:7][CH:6]=1)([CH3:4])([CH3:3])[CH3:2].CO[CH:22](OC)[N:23]([CH3:26])[CH2:24][CH3:25].C1CCCCC1.C(OCC)(=O)C. (5) Given the product [BrH:11].[CH2:1]([N:5]1[CH2:6][CH2:7][N:8]=[C:10]1[NH2:9])[CH2:2][CH2:3][CH3:4], predict the reactants needed to synthesize it. The reactants are: [CH2:1]([NH:5][CH2:6][CH2:7][NH2:8])[CH2:2][CH2:3][CH3:4].[N:9]#[C:10][Br:11].